This data is from Full USPTO retrosynthesis dataset with 1.9M reactions from patents (1976-2016). The task is: Predict the reactants needed to synthesize the given product. (1) Given the product [Cl:1][C:2]1[CH:20]=[CH:19][C:5]([C:6]([NH:8][C:9]2[CH:14]=[CH:13][CH:12]=[C:11]([C:15]([F:18])([F:17])[F:16])[CH:10]=2)=[O:7])=[CH:4][C:3]=1[NH:21][C:22]1[N:27]=[CH:26][N:25]=[C:24]2[N:28]([CH2:33][CH2:34][N:35]([CH2:38][CH3:39])[CH2:36][CH3:37])[N:29]=[CH:30][C:23]=12, predict the reactants needed to synthesize it. The reactants are: [Cl:1][C:2]1[CH:20]=[CH:19][C:5]([C:6]([NH:8][C:9]2[CH:14]=[CH:13][CH:12]=[C:11]([C:15]([F:18])([F:17])[F:16])[CH:10]=2)=[O:7])=[CH:4][C:3]=1[NH:21][C:22]1[N:27]=[CH:26][N:25]=[C:24]2[NH:28][N:29]=[CH:30][C:23]=12.Br.Br[CH2:33][CH2:34][N:35]([CH2:38][CH3:39])[CH2:36][CH3:37].C(=O)([O-])[O-].[Cs+].[Cs+]. (2) The reactants are: [N:1]1[CH:6]=[CH:5][CH:4]=[CH:3][C:2]=1[C:7]1[CH:15]=[CH:14][CH:13]=[C:12]2[C:8]=1[CH2:9][C:10](=[O:16])[NH:11]2.[CH3:17][C:18]1[C:22]([C:23]([N:25]2[CH2:30][CH2:29][N:28]([CH3:31])[CH2:27][CH2:26]2)=[O:24])=[C:21]([CH3:32])[NH:20][C:19]=1[CH:33]=O.N1CCCCC1. Given the product [CH3:17][C:18]1[C:22]([C:23]([N:25]2[CH2:26][CH2:27][N:28]([CH3:31])[CH2:29][CH2:30]2)=[O:24])=[C:21]([CH3:32])[NH:20][C:19]=1[CH:33]=[C:9]1[C:8]2[C:12](=[CH:13][CH:14]=[CH:15][C:7]=2[C:2]2[CH:3]=[CH:4][CH:5]=[CH:6][N:1]=2)[NH:11][C:10]1=[O:16], predict the reactants needed to synthesize it. (3) Given the product [CH:1]1([N:6]2[CH2:12][C:11]([F:14])([F:13])[C:10](=[O:15])[N:9]([CH3:16])[C:8]3[CH:17]=[N:18][C:19]([NH:21][C:22]4[CH:30]=[CH:29][C:25]([C:26]([NH:60][CH2:61][CH2:62][CH2:63][N:64]5[CH2:65][CH2:66][N:67]([CH2:70][CH2:71][OH:72])[CH2:68][CH2:69]5)=[O:27])=[CH:24][C:23]=4[O:31][CH3:32])=[N:20][C:7]2=3)[CH2:2][CH2:3][CH2:4][CH2:5]1, predict the reactants needed to synthesize it. The reactants are: [CH:1]1([N:6]2[CH2:12][C:11]([F:14])([F:13])[C:10](=[O:15])[N:9]([CH3:16])[C:8]3[CH:17]=[N:18][C:19]([NH:21][C:22]4[CH:30]=[CH:29][C:25]([C:26](O)=[O:27])=[CH:24][C:23]=4[O:31][CH3:32])=[N:20][C:7]2=3)[CH2:5][CH2:4][CH2:3][CH2:2]1.F[P-](F)(F)(F)(F)F.CN(C(N(C)C)=[N+]1C2C(=NC=CC=2)[N+]([O-])=N1)C.ClCCl.[NH2:60][CH2:61][CH2:62][CH2:63][N:64]1[CH2:69][CH2:68][N:67]([CH2:70][CH2:71][OH:72])[CH2:66][CH2:65]1. (4) The reactants are: C[O:2][C:3](=[O:43])[C:4]1[CH:9]=[CH:8][C:7]([C:10]#[C:11][C:12]2[CH:17]=[C:16]([Cl:18])[C:15]([O:19][C:20]3[C:25]([C:26]([N:28]4[C:37]5[C:32](=[CH:33][CH:34]=[CH:35][CH:36]=5)[N:31]([CH:38]5[CH2:40][CH2:39]5)[CH2:30][CH2:29]4)=[O:27])=[CH:24][CH:23]=[CH:22][N:21]=3)=[CH:14][C:13]=2[Cl:41])=[CH:6][C:5]=1[Cl:42].C1COCC1.[OH-].[Li+].Cl. Given the product [Cl:42][C:5]1[CH:6]=[C:7]([C:10]#[C:11][C:12]2[CH:17]=[C:16]([Cl:18])[C:15]([O:19][C:20]3[C:25]([C:26]([N:28]4[C:37]5[C:32](=[CH:33][CH:34]=[CH:35][CH:36]=5)[N:31]([CH:38]5[CH2:40][CH2:39]5)[CH2:30][CH2:29]4)=[O:27])=[CH:24][CH:23]=[CH:22][N:21]=3)=[CH:14][C:13]=2[Cl:41])[CH:8]=[CH:9][C:4]=1[C:3]([OH:43])=[O:2], predict the reactants needed to synthesize it.